Dataset: Full USPTO retrosynthesis dataset with 1.9M reactions from patents (1976-2016). Task: Predict the reactants needed to synthesize the given product. (1) Given the product [C:17]([N:15]1[CH:16]=[C:12]([C:4]2[CH:3]=[C:2]([CH:7]=[CH:6][CH:5]=2)[NH2:1])[N:13]=[CH:14]1)([C:24]1[CH:25]=[CH:26][CH:27]=[CH:28][CH:29]=1)([C:30]1[CH:35]=[CH:34][CH:33]=[CH:32][CH:31]=1)[C:18]1[CH:23]=[CH:22][CH:21]=[CH:20][CH:19]=1, predict the reactants needed to synthesize it. The reactants are: [NH2:1][C:2]1[CH:3]=[C:4](B(O)O)[CH:5]=[CH:6][CH:7]=1.Br[C:12]1[N:13]=[CH:14][N:15]([C:17]([C:30]2[CH:35]=[CH:34][CH:33]=[CH:32][CH:31]=2)([C:24]2[CH:29]=[CH:28][CH:27]=[CH:26][CH:25]=2)[C:18]2[CH:23]=[CH:22][CH:21]=[CH:20][CH:19]=2)[CH:16]=1.F[B-](F)(F)F.C([PH+](C(C)(C)C)C(C)(C)C)(C)(C)C.[F-].[K+]. (2) Given the product [OH:23][C:22]1[C:21]2[C:16](=[CH:17][CH:18]=[CH:19][CH:20]=2)[C:15]([CH3:29])([CH2:24][CH2:25][CH:26]([CH3:28])[CH3:27])[C:14](=[O:30])[C:13]=1[C:8]1[NH:7][C:6]2[CH:31]=[CH:32][C:3]([NH:2][S:38]([NH:37][C:33](=[O:36])[CH2:34][CH3:35])(=[O:40])=[O:39])=[CH:4][C:5]=2[S:10](=[O:12])(=[O:11])[N:9]=1, predict the reactants needed to synthesize it. The reactants are: Cl.[NH2:2][C:3]1[CH:32]=[CH:31][C:6]2[NH:7][C:8]([C:13]3[C:14](=[O:30])[C:15]([CH3:29])([CH2:24][CH2:25][CH:26]([CH3:28])[CH3:27])[C:16]4[C:21]([C:22]=3[OH:23])=[CH:20][CH:19]=[CH:18][CH:17]=4)=[N:9][S:10](=[O:12])(=[O:11])[C:5]=2[CH:4]=1.[C:33]([NH:37][S:38](Cl)(=[O:40])=[O:39])(=[O:36])[CH2:34][CH3:35].C(N(CC)CC)C.